Dataset: Catalyst prediction with 721,799 reactions and 888 catalyst types from USPTO. Task: Predict which catalyst facilitates the given reaction. Reactant: C(O)(C(F)(F)F)=O.[CH2:8]([O:10][P:11]([C:16]1[CH:21]=[CH:20][C:19]([NH:22][C:23]2[CH:28]=[C:27]([O:29][C:30]3[C:39]4[C:34](=[CH:35][CH:36]=[CH:37][CH:38]=4)[C:33]([NH:40]C(=O)OC(C)(C)C)=[CH:32][CH:31]=3)[CH:26]=[CH:25][N:24]=2)=[CH:18][C:17]=1[O:48][CH3:49])([O:13][CH2:14][CH3:15])=[O:12])[CH3:9]. Product: [NH2:40][C:33]1[C:34]2[C:39](=[CH:38][CH:37]=[CH:36][CH:35]=2)[C:30]([O:29][C:27]2[CH:26]=[CH:25][N:24]=[C:23]([NH:22][C:19]3[CH:20]=[CH:21][C:16]([P:11](=[O:12])([O:10][CH2:8][CH3:9])[O:13][CH2:14][CH3:15])=[C:17]([O:48][CH3:49])[CH:18]=3)[CH:28]=2)=[CH:31][CH:32]=1. The catalyst class is: 797.